Dataset: Merck oncology drug combination screen with 23,052 pairs across 39 cell lines. Task: Regression. Given two drug SMILES strings and cell line genomic features, predict the synergy score measuring deviation from expected non-interaction effect. (1) Drug 1: O=C(CCCCCCC(=O)Nc1ccccc1)NO. Drug 2: CS(=O)(=O)CCNCc1ccc(-c2ccc3ncnc(Nc4ccc(OCc5cccc(F)c5)c(Cl)c4)c3c2)o1. Cell line: NCIH2122. Synergy scores: synergy=12.8. (2) Drug 1: Nc1ccn(C2OC(CO)C(O)C2(F)F)c(=O)n1. Drug 2: C#Cc1cccc(Nc2ncnc3cc(OCCOC)c(OCCOC)cc23)c1. Cell line: SKMEL30. Synergy scores: synergy=8.44. (3) Drug 1: O=S1(=O)NC2(CN1CC(F)(F)F)C1CCC2Cc2cc(C=CCN3CCC(C(F)(F)F)CC3)ccc2C1. Drug 2: COc1cc(C2c3cc4c(cc3C(OC3OC5COC(C)OC5C(O)C3O)C3COC(=O)C23)OCO4)cc(OC)c1O. Cell line: A427. Synergy scores: synergy=-5.56. (4) Drug 1: COc1cccc2c1C(=O)c1c(O)c3c(c(O)c1C2=O)CC(O)(C(=O)CO)CC3OC1CC(N)C(O)C(C)O1. Drug 2: Cn1cc(-c2cnn3c(N)c(Br)c(C4CCCNC4)nc23)cn1. Cell line: SW620. Synergy scores: synergy=-4.57. (5) Drug 1: N#Cc1ccc(Cn2cncc2CN2CCN(c3cccc(Cl)c3)C(=O)C2)cc1. Drug 2: O=C(CCCCCCC(=O)Nc1ccccc1)NO. Cell line: A2780. Synergy scores: synergy=8.14. (6) Drug 1: C=CCn1c(=O)c2cnc(Nc3ccc(N4CCN(C)CC4)cc3)nc2n1-c1cccc(C(C)(C)O)n1. Drug 2: CCC1(O)C(=O)OCc2c1cc1n(c2=O)Cc2cc3c(CN(C)C)c(O)ccc3nc2-1. Cell line: NCIH520. Synergy scores: synergy=7.55.